Dataset: Reaction yield outcomes from USPTO patents with 853,638 reactions. Task: Predict the reaction yield, written as a fraction of the theoretical maximum amount of product (1.0 means a 100% yield; for example, 0.34 means a 34% yield). The reactants are OC(C(F)(F)F)=O.[CH3:8][O:9][C:10]1[CH:11]=[C:12]([C@@H:18]2[NH:22][C@H:21]([C:23]([OH:25])=[O:24])[CH2:20][CH2:19]2)[CH:13]=[CH:14][C:15]=1[O:16][CH3:17].CCN(C(C)C)C(C)C.[CH3:35][C:36]([O:39][C:40](O[C:40]([O:39][C:36]([CH3:38])([CH3:37])[CH3:35])=[O:41])=[O:41])([CH3:38])[CH3:37].C1COCC1. The catalyst is ClCCl. The product is [C:36]([O:39][C:40]([N:22]1[C@@H:18]([C:12]2[CH:13]=[CH:14][C:15]([O:16][CH3:17])=[C:10]([O:9][CH3:8])[CH:11]=2)[CH2:19][CH2:20][C@H:21]1[C:23]([OH:25])=[O:24])=[O:41])([CH3:38])([CH3:37])[CH3:35]. The yield is 1.00.